This data is from CYP3A4 inhibition data for predicting drug metabolism from PubChem BioAssay. The task is: Regression/Classification. Given a drug SMILES string, predict its absorption, distribution, metabolism, or excretion properties. Task type varies by dataset: regression for continuous measurements (e.g., permeability, clearance, half-life) or binary classification for categorical outcomes (e.g., BBB penetration, CYP inhibition). Dataset: cyp3a4_veith. (1) The compound is Clc1cc2c(c(CSC3=NCN(CC4CC4)CN3)c1)OCOC2. The result is 0 (non-inhibitor). (2) The drug is Cc1ccc(C(=O)Nc2cccc(-c3cnc4ccccc4n3)c2)cc1. The result is 1 (inhibitor). (3) The molecule is S=c1[nH]c2cc(Cl)ccc2s1. The result is 0 (non-inhibitor). (4) The molecule is CN(C)C(=O)c1ccc(-c2ccc3ncnc(N4CCNCC4)c3c2)cc1. The result is 0 (non-inhibitor). (5) The molecule is COc1ccccc1NC(=O)c1nc[nH]c1C(=O)Nc1ccccc1OC. The result is 0 (non-inhibitor). (6) The molecule is COc1ccc(C2C(C#N)=C(N)N(Nc3ccccc3)C3=C2C(=O)CC(C)(C)C3)cc1C. The result is 1 (inhibitor). (7) The molecule is COc1ccccc1OCCn1cc(C(=O)c2ccco2)c2ccccc21. The result is 1 (inhibitor). (8) The molecule is CCOC(=O)Nc1nc(-c2ccccc2)c(C)s1. The result is 0 (non-inhibitor). (9) The drug is CC(=O)Nc1ccc(NC(=O)C2CCN(S(=O)(=O)c3cccc4nonc34)CC2)cc1. The result is 0 (non-inhibitor).